From a dataset of Reaction yield outcomes from USPTO patents with 853,638 reactions. Predict the reaction yield, written as a fraction of the theoretical maximum amount of product (1.0 means a 100% yield; for example, 0.34 means a 34% yield). (1) The reactants are ClCI.[CH2:4]([Zn]CC)C.[OH:9][C@:10]([CH3:24])([CH2:21][CH:22]=[CH2:23])[C:11]([O:13][CH2:14][C:15]1[CH:20]=[CH:19][CH:18]=[CH:17][CH:16]=1)=[O:12]. The catalyst is C1(C)C=CC=CC=1. The product is [CH:22]1([CH2:21][C@:10]([OH:9])([CH3:24])[C:11]([O:13][CH2:14][C:15]2[CH:20]=[CH:19][CH:18]=[CH:17][CH:16]=2)=[O:12])[CH2:4][CH2:23]1. The yield is 0.870. (2) The product is [F:1][C:2]1[CH:3]=[C:4]([C:10]2[C:18]3[C:13](=[C:14]([C:19]4[CH:24]=[CH:23][CH:22]=[CH:21][CH:20]=4)[CH:15]=[CH:16][CH:17]=3)[N:12]([CH2:25][CH2:26][CH3:27])[N:11]=2)[CH:5]=[CH:6][C:7]=1[OH:8]. The reactants are [F:1][C:2]1[CH:3]=[C:4]([C:10]2[C:18]3[C:13](=[C:14]([C:19]4[CH:24]=[CH:23][CH:22]=[CH:21][CH:20]=4)[CH:15]=[CH:16][CH:17]=3)[N:12]([CH2:25][CH2:26][CH3:27])[N:11]=2)[CH:5]=[CH:6][C:7]=1[O:8]C.ClC1C=CC=C2C=1N(CCC)N=C2C1C=CC(OC)=C(F)C=1.C1([Mg]Br)C=CC=CC=1.Cl. The yield is 0.660. The catalyst is O1CCOCC1.C1C=CC(/C=C/C(/C=C/C2C=CC=CC=2)=O)=CC=1.C1C=CC(/C=C/C(/C=C/C2C=CC=CC=2)=O)=CC=1.C1C=CC(/C=C/C(/C=C/C2C=CC=CC=2)=O)=CC=1.[Pd].[Pd]. (3) The reactants are [Cl:1][C:2]1[C:3]([S:24]([N:27]([CH2:37][C:38]2[CH:43]=[CH:42][C:41]([O:44][CH3:45])=[CH:40][CH:39]=2)[CH2:28][C:29]2[CH:34]=[CH:33][C:32]([O:35][CH3:36])=[CH:31][CH:30]=2)(=[O:26])=[O:25])=[N:4][CH:5]=[C:6]([C:9]([N:11]2[CH2:16][CH2:15][CH:14]([C:17]3[CH:22]=[CH:21][C:20]([F:23])=[CH:19][CH:18]=3)[CH2:13][CH2:12]2)=[O:10])[C:7]=1Cl.[NH2:46][C:47]1[CH:54]=[CH:53][C:52]([O:55][C:56]([F:59])([F:58])[F:57])=[CH:51][C:48]=1[C:49]#[N:50].C1(P(C2C=CC=CC=2)C2C3OC4C(=CC=CC=4P(C4C=CC=CC=4)C4C=CC=CC=4)C(C)(C)C=3C=CC=2)C=CC=CC=1.C(=O)([O-])[O-].[Cs+].[Cs+].[Cl-].[NH4+]. The catalyst is C1(C)C=CC=CC=1.C1C=CC(/C=C/C(/C=C/C2C=CC=CC=2)=O)=CC=1.C1C=CC(/C=C/C(/C=C/C2C=CC=CC=2)=O)=CC=1.C1C=CC(/C=C/C(/C=C/C2C=CC=CC=2)=O)=CC=1.[Pd].[Pd]. The product is [Cl:1][C:2]1[C:3]([S:24]([N:27]([CH2:37][C:38]2[CH:39]=[CH:40][C:41]([O:44][CH3:45])=[CH:42][CH:43]=2)[CH2:28][C:29]2[CH:34]=[CH:33][C:32]([O:35][CH3:36])=[CH:31][CH:30]=2)(=[O:26])=[O:25])=[N:4][CH:5]=[C:6]([C:9]([N:11]2[CH2:12][CH2:13][CH:14]([C:17]3[CH:18]=[CH:19][C:20]([F:23])=[CH:21][CH:22]=3)[CH2:15][CH2:16]2)=[O:10])[C:7]=1[NH:46][C:47]1[CH:54]=[CH:53][C:52]([O:55][C:56]([F:57])([F:58])[F:59])=[CH:51][C:48]=1[C:49]#[N:50]. The yield is 0.780. (4) The reactants are Cl.[OH:2][C@@H:3]1[CH2:8][CH2:7][CH2:6][NH:5][CH2:4]1.[CH3:9][C:10]1[CH:18]=[C:17]([F:19])[CH:16]=[CH:15][C:11]=1[C:12](O)=[O:13]. No catalyst specified. The product is [F:19][C:17]1[CH:16]=[CH:15][C:11]([C:12]([N:5]2[CH2:6][CH2:7][CH2:8][C@@H:3]([OH:2])[CH2:4]2)=[O:13])=[C:10]([CH3:9])[CH:18]=1. The yield is 0.970. (5) The reactants are Br[C:2]1[C:3]([C:22]#[N:23])=[CH:4][C:5]2[N:6]([C:8]([CH2:14][O:15][CH:16]3[CH2:21][CH2:20][CH2:19][CH2:18][CH2:17]3)=[C:9]([CH:11]([CH3:13])[CH3:12])[N:10]=2)[CH:7]=1.[CH3:24]B(O)O.C(=O)([O-])[O-].[Na+].[Na+].O. The catalyst is O1CCOCC1.O.C1C=CC(P(C2C=CC=CC=2)[C-]2C=CC=C2)=CC=1.C1C=CC(P(C2C=CC=CC=2)[C-]2C=CC=C2)=CC=1.Cl[Pd]Cl.[Fe+2]. The product is [CH:16]1([O:15][CH2:14][C:8]2[N:6]3[CH:7]=[C:2]([CH3:24])[C:3]([C:22]#[N:23])=[CH:4][C:5]3=[N:10][C:9]=2[CH:11]([CH3:13])[CH3:12])[CH2:21][CH2:20][CH2:19][CH2:18][CH2:17]1. The yield is 0.620. (6) The reactants are [F:1][C:2]1[CH:10]=[C:9]([B:11]2[O:15][C:14]([CH3:17])([CH3:16])[C:13]([CH3:19])([CH3:18])[O:12]2)[CH:8]=[CH:7][C:3]=1[C:4]([OH:6])=O.[CH2:20]([C:23]1[CH:28]=[CH:27][N:26]=[C:25]([NH2:29])[CH:24]=1)[CH2:21][CH3:22]. No catalyst specified. The product is [F:1][C:2]1[CH:10]=[C:9]([B:11]2[O:15][C:14]([CH3:17])([CH3:16])[C:13]([CH3:19])([CH3:18])[O:12]2)[CH:8]=[CH:7][C:3]=1[C:4]([NH:29][C:25]1[CH:24]=[C:23]([CH2:20][CH2:21][CH3:22])[CH:28]=[CH:27][N:26]=1)=[O:6]. The yield is 0.633. (7) The reactants are I[CH2:2][CH3:3].[Br:4][C:5]1[CH:6]=[C:7]([SH:11])[CH:8]=[CH:9][CH:10]=1.C(#N)C.C(=O)([O-])[O-].[K+].[K+]. The catalyst is C(OCC)(=O)C. The product is [Br:4][C:5]1[CH:10]=[CH:9][CH:8]=[C:7]([S:11][CH2:2][CH3:3])[CH:6]=1. The yield is 1.00.